This data is from Forward reaction prediction with 1.9M reactions from USPTO patents (1976-2016). The task is: Predict the product of the given reaction. (1) Given the reactants [C:1]1([CH2:11][C:12]([NH:14][C:15]2[CH:19]=[CH:18][S:17][C:16]=2[C:20]([O:22]C)=[O:21])=[O:13])[C:10]2[C:5](=[CH:6][CH:7]=[CH:8][CH:9]=2)[CH:4]=[CH:3][CH:2]=1.[OH-].[Na+].Cl, predict the reaction product. The product is: [C:1]1([CH2:11][C:12]([NH:14][C:15]2[CH:19]=[CH:18][S:17][C:16]=2[C:20]([OH:22])=[O:21])=[O:13])[C:10]2[C:5](=[CH:6][CH:7]=[CH:8][CH:9]=2)[CH:4]=[CH:3][CH:2]=1. (2) The product is: [N:20]([CH:23]([C:25]1[N:26]=[C:27]2[S:35][CH:34]=[C:33]([CH3:36])[N:28]2[C:29](=[O:32])[C:30]=1[C:6]1[CH:11]=[CH:10][CH:9]=[CH:8][N:7]=1)[CH3:24])=[N+:21]=[N-:22]. Given the reactants C([Sn](CCCC)(CCCC)[C:6]1[CH:11]=[CH:10][CH:9]=[CH:8][N:7]=1)CCC.[N:20]([CH:23]([C:25]1[N:26]=[C:27]2[S:35][CH:34]=[C:33]([CH3:36])[N:28]2[C:29](=[O:32])[C:30]=1Br)[CH3:24])=[N+:21]=[N-:22], predict the reaction product. (3) Given the reactants [CH3:1][C:2]1[O:6][N:5]=[C:4]([NH:7][C:8](=[O:16])OC2C=CC=CC=2)[CH:3]=1.[NH2:17][C:18]1[CH:23]=[CH:22][C:21]([C:24]([N:26]2[CH2:31][CH2:30][N:29]([CH2:32][C:33]3[CH:38]=[CH:37][C:36]([C:39]([OH:48])([C:44]([F:47])([F:46])[F:45])[C:40]([F:43])([F:42])[F:41])=[CH:35][CH:34]=3)[CH2:28][CH2:27]2)=[O:25])=[CH:20][C:19]=1[F:49], predict the reaction product. The product is: [F:49][C:19]1[CH:20]=[C:21]([C:24]([N:26]2[CH2:27][CH2:28][N:29]([CH2:32][C:33]3[CH:38]=[CH:37][C:36]([C:39]([OH:48])([C:40]([F:41])([F:42])[F:43])[C:44]([F:46])([F:47])[F:45])=[CH:35][CH:34]=3)[CH2:30][CH2:31]2)=[O:25])[CH:22]=[CH:23][C:18]=1[NH:17][C:8]([NH:7][C:4]1[CH:3]=[C:2]([CH3:1])[O:6][N:5]=1)=[O:16]. (4) Given the reactants Cl[C:2]1[N:3]=[N:4][C:5]([C:8]#[C:9][C:10]2[CH:15]=[CH:14][C:13]([F:16])=[CH:12][C:11]=2[F:17])=[CH:6][CH:7]=1.[NH2:18][NH2:19], predict the reaction product. The product is: [F:17][C:11]1[CH:12]=[C:13]([F:16])[CH:14]=[CH:15][C:10]=1[C:9]#[C:8][C:5]1[N:4]=[N:3][C:2]([NH:18][NH2:19])=[CH:7][CH:6]=1.